This data is from Peptide-MHC class I binding affinity with 185,985 pairs from IEDB/IMGT. The task is: Regression. Given a peptide amino acid sequence and an MHC pseudo amino acid sequence, predict their binding affinity value. This is MHC class I binding data. The peptide sequence is TINALVYFST. The MHC is HLA-A02:06 with pseudo-sequence HLA-A02:06. The binding affinity (normalized) is 0.